Dataset: Forward reaction prediction with 1.9M reactions from USPTO patents (1976-2016). Task: Predict the product of the given reaction. (1) Given the reactants C1C=C(Cl)C=C(C(OO)=[O:9])C=1.[C:12]12([C:22](=[O:32])[CH2:23][S:24][C:25]3[CH:30]=[CH:29][C:28]([Cl:31])=[CH:27][CH:26]=3)[CH2:21][CH:16]3[CH2:17][CH:18]([CH2:20][CH:14]([CH2:15]3)[CH2:13]1)[CH2:19]2, predict the reaction product. The product is: [C:12]12([C:22](=[O:32])[CH2:23][S:24]([C:25]3[CH:26]=[CH:27][C:28]([Cl:31])=[CH:29][CH:30]=3)=[O:9])[CH2:13][CH:14]3[CH2:20][CH:18]([CH2:17][CH:16]([CH2:15]3)[CH2:21]1)[CH2:19]2. (2) Given the reactants CS(O[CH2:6][C:7]1[CH:16]=[CH:15][C:14]2[C@H:13]([NH:17]C(OC(C)(C)C)=O)[CH2:12][CH2:11][CH2:10][C:9]=2[CH:8]=1)(=O)=O.[F:25][C:26]([F:30])([F:29])[CH2:27][NH2:28].C([O-])([O-])=O.[K+].[K+], predict the reaction product. The product is: [F:25][C:26]([F:30])([F:29])[CH2:27][NH:28][CH2:6][C:7]1[CH:8]=[C:9]2[C:14](=[CH:15][CH:16]=1)[C@H:13]([NH2:17])[CH2:12][CH2:11][CH2:10]2. (3) Given the reactants [CH3:1][S:2][C:3]1[CH:4]=[C:5]([CH:9]([OH:17])[CH2:10][C:11]2[CH:16]=[CH:15][N:14]=[CH:13][CH:12]=2)[CH:6]=[CH:7][CH:8]=1.[Cr](O[Cr]([O-])(=O)=O)([O-])(=O)=[O:19].[NH+]1C=CC=CC=1.[NH+]1C=CC=CC=1, predict the reaction product. The product is: [CH3:1][S:2][C:3]1[CH:4]=[C:5]([C:9](=[O:17])[C:10]([C:11]2[CH:16]=[CH:15][N:14]=[CH:13][CH:12]=2)=[O:19])[CH:6]=[CH:7][CH:8]=1. (4) Given the reactants [C:1]([C:4]1[C:22](=[O:23])[C@@:8]2([CH3:24])[C:9]3[C:15]([OH:16])=[CH:14][C:13]([O:17][CH3:18])=[C:12]([C:19]([NH2:21])=[O:20])[C:10]=3[O:11][C:7]2=[CH:6][C:5]=1[OH:25])(=[O:3])[CH3:2].[CH3:26][O:27][C:28]1[CH:29]=[C:30](C=O)[C:31]2[C:36]([CH:37]=1)=[CH:35][CH:34]=[CH:33][CH:32]=2.[CH2:40]([SiH](CC)CC)C.FC(F)(F)C(O)=O, predict the reaction product. The product is: [C:1]([C:4]1[C:22](=[O:23])[C@@:8]2([CH3:24])[C:9]3[C:15]([OH:16])=[CH:14][C:13]([O:17][CH3:18])=[C:12]([C:19]([NH:21][CH2:40][C:37]4[C:36]5[C:31](=[CH:32][CH:33]=[CH:34][CH:35]=5)[CH:30]=[CH:29][C:28]=4[O:27][CH3:26])=[O:20])[C:10]=3[O:11][C:7]2=[CH:6][C:5]=1[OH:25])(=[O:3])[CH3:2]. (5) The product is: [Br:7][CH2:1][C:2]1[S:6][CH:5]=[N:4][CH:3]=1.[CH3:9][N:8]([CH2:1][C:2]1[S:6][CH:5]=[N:4][CH:3]=1)[CH3:12]. Given the reactants [CH3:1][C:2]1[S:6][CH:5]=[N:4][CH:3]=1.[Br:7][N:8]1[C:12](=O)CC[C:9]1=O.N(C(C)(C)C#N)=NC(C)(C)C#N.N1CCOCC1, predict the reaction product. (6) Given the reactants [N+:1]([C:4]1[CH:9]=[CH:8][C:7]([NH2:10])=[C:6]([NH2:11])[CH:5]=1)([O-:3])=[O:2].[F:12][C:13]1[CH:21]=[CH:20][C:16]([C:17](O)=O)=[CH:15][CH:14]=1.[K+].[Br-], predict the reaction product. The product is: [F:12][C:13]1[CH:21]=[CH:20][C:16]([C:17]2[NH:11][C:6]3[CH:5]=[C:4]([N+:1]([O-:3])=[O:2])[CH:9]=[CH:8][C:7]=3[N:10]=2)=[CH:15][CH:14]=1. (7) Given the reactants C([O:5][C:6]([C:8]1([CH2:14][CH:15]([CH2:18][CH3:19])[CH2:16][CH3:17])[CH2:13][CH2:12][CH2:11][CH2:10][CH2:9]1)=[O:7])(C)(C)C.OS(O)(=O)=O, predict the reaction product. The product is: [CH2:18]([CH:15]([CH2:16][CH3:17])[CH2:14][C:8]1([C:6]([OH:7])=[O:5])[CH2:9][CH2:10][CH2:11][CH2:12][CH2:13]1)[CH3:19]. (8) Given the reactants [OH:1][CH:2]([CH:15]1[CH2:20][CH2:19][N:18]([CH2:21][CH2:22][C:23]2[CH:32]=[CH:31][C:26]3[C:27](=[O:30])[O:28][CH2:29][C:25]=3[CH:24]=2)[CH2:17][CH2:16]1)[CH2:3][C:4]1[CH:9]=[CH:8][C:7]([N:10]2[CH:14]=[N:13][N:12]=[N:11]2)=[CH:6][CH:5]=1.[Cr](Cl)([O-])(=O)=O.[NH+]1C=CC=CC=1, predict the reaction product. The product is: [N:10]1([C:7]2[CH:6]=[CH:5][C:4]([CH2:3][C:2]([CH:15]3[CH2:20][CH2:19][N:18]([CH2:21][CH2:22][C:23]4[CH:32]=[CH:31][C:26]5[C:27](=[O:30])[O:28][CH2:29][C:25]=5[CH:24]=4)[CH2:17][CH2:16]3)=[O:1])=[CH:9][CH:8]=2)[CH:14]=[N:13][N:12]=[N:11]1.